From a dataset of Catalyst prediction with 721,799 reactions and 888 catalyst types from USPTO. Predict which catalyst facilitates the given reaction. (1) Reactant: [F-].C([N+](CCCC)(CCCC)CCCC)CCC.[Si]([O:36][CH:37]1[CH2:42][CH2:41][N:40]([C:43]([C:45]2[CH:46]=[C:47]3[C:52](=[C:53]([CH:55]([N:57]([C:59]4[CH:64]=[C:63]([F:65])[CH:62]=[C:61]([F:66])[CH:60]=4)[CH3:58])[CH3:56])[CH:54]=2)[O:51][C:50]([N:67]2[CH2:72][CH2:71][O:70][CH2:69][CH2:68]2)=[CH:49][C:48]3=[O:73])=[O:44])[CH2:39][CH2:38]1)(C(C)(C)C)(C1C=CC=CC=1)C1C=CC=CC=1. Product: [F:66][C:61]1[CH:60]=[C:59]([N:57]([CH3:58])[CH:55]([C:53]2[CH:54]=[C:45]([C:43]([N:40]3[CH2:39][CH2:38][CH:37]([OH:36])[CH2:42][CH2:41]3)=[O:44])[CH:46]=[C:47]3[C:52]=2[O:51][C:50]([N:67]2[CH2:72][CH2:71][O:70][CH2:69][CH2:68]2)=[CH:49][C:48]3=[O:73])[CH3:56])[CH:64]=[C:63]([F:65])[CH:62]=1. The catalyst class is: 1. (2) Reactant: [CH3:1][O:2][C:3]1[CH:8]=[CH:7][C:6]([CH:9]([C:17]2[CH:22]=[CH:21][CH:20]=[CH:19][CH:18]=2)[O:10][CH:11]2[CH2:16][CH2:15][NH:14][CH2:13][CH2:12]2)=[CH:5][CH:4]=1.Cl[CH2:24][C:25]1[CH:26]=[C:27]([CH:33]=[CH:34][N:35]=1)[C:28]([O:30][CH2:31][CH3:32])=[O:29].C(#N)C.C(N(CC)CC)C. Product: [CH3:1][O:2][C:3]1[CH:4]=[CH:5][C:6]([CH:9]([C:17]2[CH:22]=[CH:21][CH:20]=[CH:19][CH:18]=2)[O:10][CH:11]2[CH2:12][CH2:13][N:14]([CH2:24][C:25]3[CH:26]=[C:27]([CH:33]=[CH:34][N:35]=3)[C:28]([O:30][CH2:31][CH3:32])=[O:29])[CH2:15][CH2:16]2)=[CH:7][CH:8]=1. The catalyst class is: 6. (3) Reactant: [Cl:1][C:2]1[N:7]=[C:6]([C:8](Cl)=[O:9])[CH:5]=[N:4][CH:3]=1.[CH:11]([O:14][C:15]1[CH:16]=[C:17]([CH:19]=[CH:20][CH:21]=1)[NH2:18])([CH3:13])[CH3:12]. Product: [Cl:1][C:2]1[N:7]=[C:6]([C:8]([NH:18][C:17]2[CH:19]=[CH:20][CH:21]=[C:15]([O:14][CH:11]([CH3:13])[CH3:12])[CH:16]=2)=[O:9])[CH:5]=[N:4][CH:3]=1. The catalyst class is: 2. (4) Reactant: [Cl-].O[NH3+:3].[C:4](=[O:7])([O-])[OH:5].[Na+].CS(C)=O.[O:13]1[C:17]2[CH:18]=[CH:19][C:20]([N:22]3[C:27](=[O:28])[C:26]([CH2:29][C:30]4[CH:35]=[CH:34][C:33]([C:36]5[C:37]([C:42]#[N:43])=[CH:38][CH:39]=[CH:40][CH:41]=5)=[CH:32][CH:31]=4)=[C:25]([CH2:44][CH2:45][CH2:46][CH3:47])[N:24]=[C:23]3[CH3:48])=[CH:21][C:16]=2[O:15][CH2:14]1. Product: [O:13]1[C:17]2[CH:18]=[CH:19][C:20]([N:22]3[C:27](=[O:28])[C:26]([CH2:29][C:30]4[CH:35]=[CH:34][C:33]([C:36]5[CH:41]=[CH:40][CH:39]=[CH:38][C:37]=5[C:42]5[NH:3][C:4](=[O:7])[O:5][N:43]=5)=[CH:32][CH:31]=4)=[C:25]([CH2:44][CH2:45][CH2:46][CH3:47])[N:24]=[C:23]3[CH3:48])=[CH:21][C:16]=2[O:15][CH2:14]1. The catalyst class is: 69.